From a dataset of Catalyst prediction with 721,799 reactions and 888 catalyst types from USPTO. Predict which catalyst facilitates the given reaction. (1) Reactant: C([N:4]([CH2:8][CH3:9])[CH:5]([CH3:7])C)(C)C.[O:10]=[C:11]1[CH:16]=[CH:15][C:14]([C:17]2[O:21][N:20]=[C:19]([C:22]3[CH:27]=[CH:26][C:25]([C:28]([CH3:34])([CH3:33])[C:29]([F:32])([F:31])[F:30])=[CH:24][CH:23]=3)[N:18]=2)=[CH:13][N:12]1[CH2:35][C:36]1[CH:37]=[C:38]([CH:42]=[CH:43][CH:44]=1)[C:39](Cl)=[O:40].N1CCCC1.C(OCC)(=O)C. Product: [N:4]1([C:39]([C:38]2[CH:37]=[C:36]([CH:44]=[CH:43][CH:42]=2)[CH2:35][N:12]2[CH:13]=[C:14]([C:17]3[O:21][N:20]=[C:19]([C:22]4[CH:27]=[CH:26][C:25]([C:28]([CH3:34])([CH3:33])[C:29]([F:30])([F:32])[F:31])=[CH:24][CH:23]=4)[N:18]=3)[CH:15]=[CH:16][C:11]2=[O:10])=[O:40])[CH2:5][CH2:7][CH2:9][CH2:8]1. The catalyst class is: 1. (2) Reactant: [C:1]([O:9][C@@H:10]1[C@H:14]([O:15][C:16](=[O:23])[C:17]2[CH:22]=[CH:21][CH:20]=[CH:19][CH:18]=2)[C@@H:13]([C:24]([NH:26][CH2:27][CH3:28])=[O:25])[O:12][C@H:11]1[N:29]1[CH:37]=[N:36][C:35]2[C:30]1=[N:31][C:32]([I:39])=[N:33][C:34]=2Cl)(=[O:8])[C:2]1[CH:7]=[CH:6][CH:5]=[CH:4][CH:3]=1.[CH3:40][C:41]1[CH:42]=[C:43]([CH:47]([C:50]2[CH:55]=[CH:54][CH:53]=[C:52]([CH3:56])[CH:51]=2)[CH2:48][NH2:49])[CH:44]=[CH:45][CH:46]=1. Product: [C:1]([O:9][C@@H:10]1[C@H:14]([O:15][C:16](=[O:23])[C:17]2[CH:22]=[CH:21][CH:20]=[CH:19][CH:18]=2)[C@@H:13]([C:24]([NH:26][CH2:27][CH3:28])=[O:25])[O:12][C@H:11]1[N:29]1[CH:37]=[N:36][C:35]2[C:30]1=[N:31][C:32]([I:39])=[N:33][C:34]=2[NH:49][CH2:48][CH:47]([C:43]1[CH:44]=[CH:45][CH:46]=[C:41]([CH3:40])[CH:42]=1)[C:50]1[CH:55]=[CH:54][CH:53]=[C:52]([CH3:56])[CH:51]=1)(=[O:8])[C:2]1[CH:7]=[CH:6][CH:5]=[CH:4][CH:3]=1. The catalyst class is: 32.